Predict which catalyst facilitates the given reaction. From a dataset of Catalyst prediction with 721,799 reactions and 888 catalyst types from USPTO. (1) The catalyst class is: 9. Reactant: [Br:1][C:2]1[N:7]=[CH:6][C:5]2[C:8]([I:11])=[CH:9][NH:10][C:4]=2[CH:3]=1.[H-].[Na+].I[CH:15]([CH3:17])[CH3:16]. Product: [Br:1][C:2]1[N:7]=[CH:6][C:5]2[C:8]([I:11])=[CH:9][N:10]([CH:15]([CH3:17])[CH3:16])[C:4]=2[CH:3]=1. (2) Reactant: [CH3:1][C:2]([C:7]1[CH:8]=[N:9][CH:10]=[C:11]([C:13]2[CH:14]=[C:15]3[C:20](=[CH:21][CH:22]=2)[N:19]2[C:23]([CH3:26])=[N:24][N:25]=[C:18]2[CH2:17][CH2:16]3)[CH:12]=1)([CH3:6])[C:3]([OH:5])=O.F[P-](F)(F)(F)(F)F.N1(OC(N(C)C)=[N+](C)C)[C:38]2[N:39]=[CH:40]C=CC=2N=N1.CNC.O1CCCC1.C(N(C(C)C)CC)(C)C.[F:68][C:69]([F:74])([F:73])[C:70]([OH:72])=[O:71]. Product: [F:68][C:69]([F:74])([F:73])[C:70]([OH:72])=[O:71].[CH3:38][N:39]([CH3:40])[C:3](=[O:5])[C:2]([CH3:6])([C:7]1[CH:8]=[N:9][CH:10]=[C:11]([C:13]2[CH:14]=[C:15]3[C:20](=[CH:21][CH:22]=2)[N:19]2[C:23]([CH3:26])=[N:24][N:25]=[C:18]2[CH2:17][CH2:16]3)[CH:12]=1)[CH3:1]. The catalyst class is: 9. (3) Reactant: C([O:5][C:6](=[O:38])[CH2:7][CH2:8][C:9]1[CH:14]=[CH:13][C:12]([O:15][CH2:16][CH2:17][C:18]2[N:19]=[C:20]([C:24]3[CH:25]=[N:26][C:27]([C:30]4[CH:35]=[CH:34][CH:33]=[CH:32][C:31]=4[F:36])=[CH:28][CH:29]=3)[S:21][C:22]=2[CH3:23])=[CH:11][C:10]=1[CH3:37])(C)(C)C.C(O)(C(F)(F)F)=O. Product: [F:36][C:31]1[CH:32]=[CH:33][CH:34]=[CH:35][C:30]=1[C:27]1[N:26]=[CH:25][C:24]([C:20]2[S:21][C:22]([CH3:23])=[C:18]([CH2:17][CH2:16][O:15][C:12]3[CH:13]=[CH:14][C:9]([CH2:8][CH2:7][C:6]([OH:38])=[O:5])=[C:10]([CH3:37])[CH:11]=3)[N:19]=2)=[CH:29][CH:28]=1. The catalyst class is: 34. (4) The catalyst class is: 10. Product: [F:1][C:2]1[CH:10]=[CH:9][C:8]2[N:7]([CH2:17][C:18]3[CH:27]=[CH:26][C:21]([C:22]([O:24][CH3:25])=[O:23])=[CH:20][CH:19]=3)[C:6]3[CH2:11][CH2:12][NH:13][C:14](=[O:15])[C:5]=3[C:4]=2[CH:3]=1. Reactant: [F:1][C:2]1[CH:10]=[CH:9][C:8]2[NH:7][C:6]3[CH2:11][CH2:12][NH:13][C:14](=[O:15])[C:5]=3[C:4]=2[CH:3]=1.Br[CH2:17][C:18]1[CH:27]=[CH:26][C:21]([C:22]([O:24][CH3:25])=[O:23])=[CH:20][CH:19]=1.C(=O)([O-])[O-].[Cs+].[Cs+]. (5) Reactant: [Br-].[C:2]([CH2:5][CH2:6][P+](C1C=CC=CC=1)(C1C=CC=CC=1)C1C=CC=CC=1)([OH:4])=[O:3].C[Si]([N-][Si](C)(C)C)(C)C.[Na+].[O:36]1[C:40]2[C:41]([CH:45]=O)=[CH:42][CH:43]=[CH:44][C:39]=2[CH2:38][CH2:37]1. Product: [O:36]1[C:40]2[C:41]([CH:45]=[CH:6][CH2:5][C:2]([OH:4])=[O:3])=[CH:42][CH:43]=[CH:44][C:39]=2[CH2:38][CH2:37]1. The catalyst class is: 20. (6) Reactant: [CH2:1]([O:8][C:9]1[CH:14]=[CH:13][C:12]([CH2:15][CH2:16][NH2:17])=[CH:11][C:10]=1[N+:18]([O-:20])=[O:19])[C:2]1[CH:7]=[CH:6][CH:5]=[CH:4][CH:3]=1.[CH:21]1([N:27]([CH2:51][CH:52]=O)[C:28](=[O:50])[CH2:29][CH2:30][N:31]([CH2:42][CH2:43][C:44]2[CH:49]=[CH:48][CH:47]=[CH:46][CH:45]=2)[C:32](=[O:41])[O:33][CH2:34][C:35]2[CH:40]=[CH:39][CH:38]=[CH:37][CH:36]=2)[CH2:26][CH2:25][CH2:24][CH2:23][CH2:22]1.S([O-])([O-])(=O)=O.[Na+].[Na+].C(O[BH-](OC(=O)C)OC(=O)C)(=O)C.[Na+]. Product: [CH2:1]([O:8][C:9]1[CH:14]=[CH:13][C:12]([CH2:15][CH2:16][NH:17][CH2:52][CH2:51][N:27]([CH:21]2[CH2:26][CH2:25][CH2:24][CH2:23][CH2:22]2)[C:28](=[O:50])[CH2:29][CH2:30][N:31]([CH2:42][CH2:43][C:44]2[CH:45]=[CH:46][CH:47]=[CH:48][CH:49]=2)[C:32](=[O:41])[O:33][CH2:34][C:35]2[CH:36]=[CH:37][CH:38]=[CH:39][CH:40]=2)=[CH:11][C:10]=1[N+:18]([O-:20])=[O:19])[C:2]1[CH:3]=[CH:4][CH:5]=[CH:6][CH:7]=1. The catalyst class is: 4. (7) Reactant: [Cl:1][C:2]1[CH:3]=[C:4]([NH:22][CH:23]([CH3:27])[CH2:24][O:25]C)[C:5]([CH3:21])=[C:6]([CH:20]=1)[C:7]([NH:9][CH2:10][C:11]1[C:12](=[O:19])[NH:13][C:14]([CH3:18])=[CH:15][C:16]=1[CH3:17])=[O:8].[Si](I)(C)(C)C.CO.[O-]S(S([O-])=O)=O.[Na+].[Na+]. Product: [Cl:1][C:2]1[CH:3]=[C:4]([NH:22][CH:23]([CH3:27])[CH2:24][OH:25])[C:5]([CH3:21])=[C:6]([CH:20]=1)[C:7]([NH:9][CH2:10][C:11]1[C:12](=[O:19])[NH:13][C:14]([CH3:18])=[CH:15][C:16]=1[CH3:17])=[O:8]. The catalyst class is: 10.